This data is from Reaction yield outcomes from USPTO patents with 853,638 reactions. The task is: Predict the reaction yield, written as a fraction of the theoretical maximum amount of product (1.0 means a 100% yield; for example, 0.34 means a 34% yield). (1) The reactants are [CH2:1]([S:8][CH:9]([CH:42]=O)[CH2:10][NH:11][C:12]([C:14]1[NH:15][C:16]2[C:21]([CH:22]=1)=[CH:20][C:19]([O:23][CH2:24][CH2:25][CH2:26][S:27]([CH3:30])(=[O:29])=[O:28])=[CH:18][C:17]=2[N:31]([CH3:41])[S:32]([C:35]1[CH:40]=[CH:39][CH:38]=[CH:37][N:36]=1)(=[O:34])=[O:33])=[O:13])[C:2]1[CH:7]=[CH:6][CH:5]=[CH:4][CH:3]=1.[NH:44]1[CH2:49][CH2:48][O:47][CH2:46][CH2:45]1.C(O[BH-](OC(=O)C)OC(=O)C)(=O)C.[Na+].C(O)(=O)CC(CC(O)=O)(C(O)=O)O.C(=O)([O-])O.[Na+]. The catalyst is O1CCCC1. The product is [CH2:1]([S:8][CH:9]([CH2:42][N:44]1[CH2:49][CH2:48][O:47][CH2:46][CH2:45]1)[CH2:10][NH:11][C:12]([C:14]1[NH:15][C:16]2[C:21]([CH:22]=1)=[CH:20][C:19]([O:23][CH2:24][CH2:25][CH2:26][S:27]([CH3:30])(=[O:29])=[O:28])=[CH:18][C:17]=2[N:31]([CH3:41])[S:32]([C:35]1[CH:40]=[CH:39][CH:38]=[CH:37][N:36]=1)(=[O:34])=[O:33])=[O:13])[C:2]1[CH:3]=[CH:4][CH:5]=[CH:6][CH:7]=1. The yield is 0.890. (2) The reactants are C([O-])(=O)C.[Na+].C1(C)C=CC(S(NN)(=O)=O)=CC=1.[Cl:18][C:19]1[CH:20]=[CH:21][C:22]([NH:29][S:30](/[CH:33]=[CH:34]/[C:35]2[CH:40]=[CH:39][C:38]([Cl:41])=[CH:37][C:36]=2[O:42][CH3:43])(=[O:32])=[O:31])=[C:23]([S:25]([NH2:28])(=[O:27])=[O:26])[CH:24]=1. The catalyst is O1CCCC1. The product is [Cl:18][C:19]1[CH:20]=[CH:21][C:22]([NH:29][S:30]([CH2:33][CH2:34][C:35]2[CH:40]=[CH:39][C:38]([Cl:41])=[CH:37][C:36]=2[O:42][CH3:43])(=[O:32])=[O:31])=[C:23]([S:25]([NH2:28])(=[O:26])=[O:27])[CH:24]=1. The yield is 0.430.